Dataset: Reaction yield outcomes from USPTO patents with 853,638 reactions. Task: Predict the reaction yield, written as a fraction of the theoretical maximum amount of product (1.0 means a 100% yield; for example, 0.34 means a 34% yield). The reactants are [CH2:1]([C:4]1[CH:9]=[CH:8][C:7]([C:10]2[C:14]3[CH2:15][CH2:16][C:17]4[C:22]([C:13]=3[O:12][N:11]=2)=[CH:21][CH:20]=[C:19]([CH:23]=C)[CH:18]=4)=[CH:6][CH:5]=1)[CH2:2][CH3:3].C[N+]1([O-])CC[O:29]CC1.I([O-])(=O)(=O)=O.[Na+]. The catalyst is C1COCC1.O.[Os](=O)(=O)(=O)=O. The product is [CH2:1]([C:4]1[CH:5]=[CH:6][C:7]([C:10]2[C:14]3[CH2:15][CH2:16][C:17]4[C:22]([C:13]=3[O:12][N:11]=2)=[CH:21][CH:20]=[C:19]([CH:23]=[O:29])[CH:18]=4)=[CH:8][CH:9]=1)[CH2:2][CH3:3]. The yield is 0.920.